This data is from Reaction yield outcomes from USPTO patents with 853,638 reactions. The task is: Predict the reaction yield, written as a fraction of the theoretical maximum amount of product (1.0 means a 100% yield; for example, 0.34 means a 34% yield). (1) The reactants are [Cl:1][C:2]1[CH:3]=[CH:4][C:5]2[C:11]3[N:12]=[C:13](N)[N:14]=[CH:15][C:10]=3[CH2:9][N:8]=[C:7]([C:17]3[C:22]([F:23])=[CH:21][CH:20]=[CH:19][C:18]=3[F:24])[C:6]=2[CH:25]=1.[I:26]CI.N(OCCC(C)C)=O.Cl. The catalyst is [Cu]I.C(OCC)(=O)C.O1CCCC1. The product is [Cl:1][C:2]1[CH:3]=[CH:4][C:5]2[C:11]3[N:12]=[C:13]([I:26])[N:14]=[CH:15][C:10]=3[CH2:9][N:8]=[C:7]([C:17]3[C:22]([F:23])=[CH:21][CH:20]=[CH:19][C:18]=3[F:24])[C:6]=2[CH:25]=1. The yield is 0.500. (2) The reactants are C(OC(=O)[NH:10][CH2:11][CH:12]([C:14](=[O:23])[NH:15][CH2:16][C:17]1[CH:22]=[CH:21][CH:20]=[CH:19][CH:18]=1)[OH:13])C1C=CC=CC=1. The catalyst is [Pd].CO. The product is [NH2:10][CH2:11][CH:12]([OH:13])[C:14]([NH:15][CH2:16][C:17]1[CH:22]=[CH:21][CH:20]=[CH:19][CH:18]=1)=[O:23]. The yield is 0.767. (3) The reactants are [C:1]([C:3]1[CH:4]=[C:5]([C:9]#[C:10][C:11]2[CH:12]=[CH:13][C:14]([F:20])=[C:15]([CH:19]=2)[C:16](O)=[O:17])[CH:6]=[N:7][CH:8]=1)#[N:2].O.O[N:23]1C2C=CC=CC=2N=N1.N. The catalyst is CN(C)C=O.C(OCC)(=O)C. The product is [C:1]([C:3]1[CH:4]=[C:5]([C:9]#[C:10][C:11]2[CH:12]=[CH:13][C:14]([F:20])=[C:15]([CH:19]=2)[C:16]([NH2:23])=[O:17])[CH:6]=[N:7][CH:8]=1)#[N:2]. The yield is 0.420. (4) The reactants are [F:1][C:2]([F:24])([F:23])[S:3]([NH:6][CH2:7][CH2:8][CH2:9][CH2:10][CH2:11][NH:12][CH2:13][C:14]1[N:19]2[CH:20]=[CH:21][N:22]=[C:18]2[CH:17]=[CH:16][CH:15]=1)(=[O:5])=[O:4].[CH2:25]=O. The catalyst is C(O)(=O)C. The product is [F:24][C:2]([F:1])([F:23])[S:3]([NH:6][CH2:7][CH2:8][CH2:9][CH2:10][CH2:11][N:12]1[CH2:13][C:14]2[N:19]3[C:20](=[CH:21][N:22]=[C:18]3[CH:17]=[CH:16][CH:15]=2)[CH2:25]1)(=[O:5])=[O:4]. The yield is 0.690. (5) The reactants are [CH3:1][NH:2][C:3]1[N:8]=[C:7]([C:9]2[S:10][C:11]3[CH:19]=[CH:18][CH:17]=[CH:16][C:12]=3[C:13](=[O:15])[N:14]=2)[CH:6]=[CH:5][CH:4]=1.[C:20](Cl)(=[O:27])[C:21]1[CH:26]=[CH:25][CH:24]=[CH:23][CH:22]=1.CN(C)C(=O)C. The catalyst is O. The product is [CH3:1][N:2]([C:3]1[CH:4]=[CH:5][CH:6]=[C:7]([C:9]2[S:10][C:11]3[CH:19]=[CH:18][CH:17]=[CH:16][C:12]=3[C:13](=[O:15])[N:14]=2)[N:8]=1)[C:20](=[O:27])[C:21]1[CH:26]=[CH:25][CH:24]=[CH:23][CH:22]=1. The yield is 0.380. (6) The reactants are Br[C:2]1[CH:8]=[C:7]([F:9])[CH:6]=[C:5]([Cl:10])[C:3]=1[NH2:4].[CH3:11][N:12](C=O)C. The catalyst is [Cl-].[Na+].O.[C-]#N.[Zn+2].[C-]#N.C1C=CC([P]([Pd]([P](C2C=CC=CC=2)(C2C=CC=CC=2)C2C=CC=CC=2)([P](C2C=CC=CC=2)(C2C=CC=CC=2)C2C=CC=CC=2)[P](C2C=CC=CC=2)(C2C=CC=CC=2)C2C=CC=CC=2)(C2C=CC=CC=2)C2C=CC=CC=2)=CC=1. The product is [NH2:4][C:3]1[C:5]([Cl:10])=[CH:6][C:7]([F:9])=[CH:8][C:2]=1[C:11]#[N:12]. The yield is 0.720. (7) The reactants are Cl.[F:2][C:3]1[CH:4]=[C:5]([CH:19]=[CH:20][CH:21]=1)[CH2:6][O:7][C:8]1[CH:18]=[CH:17][C:11]2[CH2:12][CH2:13][NH:14][CH2:15][CH2:16][C:10]=2[CH:9]=1.Br[CH:23]([CH3:27])[C:24]([NH2:26])=[O:25].C(=O)([O-])[O-].[K+].[K+]. No catalyst specified. The product is [F:2][C:3]1[CH:4]=[C:5]([CH:19]=[CH:20][CH:21]=1)[CH2:6][O:7][C:8]1[CH:18]=[CH:17][C:11]2[CH2:12][CH2:13][N:14]([CH:23]([CH3:27])[C:24]([NH2:26])=[O:25])[CH2:15][CH2:16][C:10]=2[CH:9]=1. The yield is 0.850. (8) The reactants are [OH:1][C:2]1[C:3]([CH3:12])=[C:4]([CH:8]=[CH:9][C:10]=1[OH:11])[C:5]([OH:7])=[O:6].S(=O)(=O)(O)O.[CH3:18]O. No catalyst specified. The product is [CH3:18][O:6][C:5](=[O:7])[C:4]1[CH:8]=[CH:9][C:10]([OH:11])=[C:2]([OH:1])[C:3]=1[CH3:12]. The yield is 0.830.